Task: Regression. Given two drug SMILES strings and cell line genomic features, predict the synergy score measuring deviation from expected non-interaction effect.. Dataset: NCI-60 drug combinations with 297,098 pairs across 59 cell lines (1) Drug 1: CN1CCC(CC1)COC2=C(C=C3C(=C2)N=CN=C3NC4=C(C=C(C=C4)Br)F)OC. Synergy scores: CSS=51.2, Synergy_ZIP=-1.58, Synergy_Bliss=1.75, Synergy_Loewe=2.04, Synergy_HSA=3.09. Drug 2: C1CC(C1)(C(=O)O)C(=O)O.[NH2-].[NH2-].[Pt+2]. Cell line: 786-0. (2) Drug 1: C1=C(C(=O)NC(=O)N1)F. Drug 2: CC(C)CN1C=NC2=C1C3=CC=CC=C3N=C2N. Cell line: MCF7. Synergy scores: CSS=27.5, Synergy_ZIP=5.14, Synergy_Bliss=3.54, Synergy_Loewe=1.34, Synergy_HSA=1.97. (3) Drug 1: CS(=O)(=O)CCNCC1=CC=C(O1)C2=CC3=C(C=C2)N=CN=C3NC4=CC(=C(C=C4)OCC5=CC(=CC=C5)F)Cl. Drug 2: COC1=C2C(=CC3=C1OC=C3)C=CC(=O)O2. Cell line: HCT116. Synergy scores: CSS=-5.37, Synergy_ZIP=1.45, Synergy_Bliss=-3.07, Synergy_Loewe=-3.22, Synergy_HSA=-6.67. (4) Drug 1: CN1CCC(CC1)COC2=C(C=C3C(=C2)N=CN=C3NC4=C(C=C(C=C4)Br)F)OC. Drug 2: C1CN(CCN1C(=O)CCBr)C(=O)CCBr. Synergy scores: CSS=22.7, Synergy_ZIP=-2.61, Synergy_Bliss=3.96, Synergy_Loewe=3.78, Synergy_HSA=5.88. Cell line: PC-3. (5) Drug 1: C1=CC=C(C(=C1)C(C2=CC=C(C=C2)Cl)C(Cl)Cl)Cl. Drug 2: C(CN)CNCCSP(=O)(O)O. Cell line: OVCAR-4. Synergy scores: CSS=0.433, Synergy_ZIP=0.222, Synergy_Bliss=-0.537, Synergy_Loewe=-0.301, Synergy_HSA=-1.06. (6) Drug 1: COC1=C(C=C2C(=C1)N=CN=C2NC3=CC(=C(C=C3)F)Cl)OCCCN4CCOCC4. Drug 2: CS(=O)(=O)CCNCC1=CC=C(O1)C2=CC3=C(C=C2)N=CN=C3NC4=CC(=C(C=C4)OCC5=CC(=CC=C5)F)Cl. Cell line: UO-31. Synergy scores: CSS=24.7, Synergy_ZIP=-8.91, Synergy_Bliss=-6.07, Synergy_Loewe=-3.23, Synergy_HSA=-1.97. (7) Drug 1: CN1C2=C(C=C(C=C2)N(CCCl)CCCl)N=C1CCCC(=O)O.Cl. Drug 2: CC(C)CN1C=NC2=C1C3=CC=CC=C3N=C2N. Cell line: HL-60(TB). Synergy scores: CSS=10.9, Synergy_ZIP=-5.69, Synergy_Bliss=1.74, Synergy_Loewe=0.420, Synergy_HSA=0.966. (8) Drug 1: COC1=CC(=CC(=C1O)OC)C2C3C(COC3=O)C(C4=CC5=C(C=C24)OCO5)OC6C(C(C7C(O6)COC(O7)C8=CC=CS8)O)O. Drug 2: C1CN(CCN1C(=O)CCBr)C(=O)CCBr. Cell line: SK-MEL-2. Synergy scores: CSS=50.8, Synergy_ZIP=4.02, Synergy_Bliss=7.89, Synergy_Loewe=-33.6, Synergy_HSA=4.96. (9) Drug 1: CC12CCC3C(C1CCC2=O)CC(=C)C4=CC(=O)C=CC34C. Drug 2: C1C(C(OC1N2C=C(C(=O)NC2=O)F)CO)O. Cell line: SK-MEL-5. Synergy scores: CSS=49.9, Synergy_ZIP=-2.01, Synergy_Bliss=-1.88, Synergy_Loewe=1.07, Synergy_HSA=2.03.